This data is from Aqueous solubility values for 9,982 compounds from the AqSolDB database. The task is: Regression/Classification. Given a drug SMILES string, predict its absorption, distribution, metabolism, or excretion properties. Task type varies by dataset: regression for continuous measurements (e.g., permeability, clearance, half-life) or binary classification for categorical outcomes (e.g., BBB penetration, CYP inhibition). For this dataset (solubility_aqsoldb), we predict Y. (1) The Y is -1.10 log mol/L. The compound is O=C(O)c1cc[n+]([O-])cc1. (2) The molecule is CCC1(CC)C(=O)N(C)N(c2ccccc2)C1=O. The Y is -2.69 log mol/L. (3) The molecule is NC(Cc1ccc(O)cc1)C(=O)O. The Y is -2.66 log mol/L. (4) The molecule is CCCCCCCCCCCCCCCCCCNC(=O)NCCCNC(=O)NCCCCCCCCCCCCCCCCCC. The Y is -5.82 log mol/L. (5) The drug is NC(Cc1ccc(N(CCCl)CCCl)cc1)C(=O)O. The Y is -3.49 log mol/L. (6) The drug is CCSCCSP(=S)(OC)OC. The Y is -3.09 log mol/L. (7) The drug is CCn1c2ccccc2c2ccccc21. The Y is -6.81 log mol/L. (8) The compound is CC=CCC#N. The Y is -0.960 log mol/L.